From a dataset of Experimentally validated miRNA-target interactions with 360,000+ pairs, plus equal number of negative samples. Binary Classification. Given a miRNA mature sequence and a target amino acid sequence, predict their likelihood of interaction. (1) The miRNA is mmu-miR-1190 with sequence UCAGCUGAGGUUCCCCUCUGUC. The protein sequence of the target gene is MSQTKMLKVRVTLFCILAGIVLAMTAVVTDHWAVLSPHMEHHNTTCEAAHFGLWRICTKRIPMDDSKTCGPITLPGEKNCSYFRHFNPGESSEIFEFTTQKEYSISAAAIAIFSLGFIILGSLCVLLSLGKKRDYLLRPASMFYAFAGLCILVSVEVMRQSVKRMIDSEDTVWIEYYYSWSFACACAAFILLFLGGLALLLFSLPRMPRNPWESCMDAEPEH. Result: 0 (no interaction). (2) The miRNA is hsa-miR-7851-3p with sequence UACCUGGGAGACUGAGGUUGGA. Result: 0 (no interaction). The protein sequence of the target gene is MLLKLLQRQTYTCLSHRYGLYVCFVGVVVTIVSAFQFGEVVLEWSRDQYHVLFDSYRDNIAGKSFQNRLCLPMPIDVVYTWVNGTDLELLKELQQVREHMEEEQRAMRETLGKNTTEPTKKSEKQLECLLTHCIKVPMLVLDPPLPANCTLKDLPTLYPSFHAASDMFNVAKPKNPSTNVSVVVFDTTKDVEDAHAGPFKGGSKQMVWRAYLTTDKEAPGLVLMQGLAFLSGFPPTFKETSQLKTKLPEKLSSKIKLLRLYSEASVALLKLNNPKGFQELNKQTKKNMTIDGKELTISPA.... (3) The miRNA is hsa-let-7f-5p with sequence UGAGGUAGUAGAUUGUAUAGUU. The protein sequence of the target gene is MLRAIAEERGRLSLRREVCGLGCFKDDRIVFWTWMFSTYFMEKWAPRQDDMLFYVRRKLAYSGSESGADGRKAAEPEVEVEVYRRDSKKLPGLGDPDIDWEESVCLNLILQKLDYMVTCAVCTRADGGDIHIHKKKSQQVFASPSKHPMDSKGEESKISYPNIFFMIDSFEEVFSDMTVGEGEMVCVELVASDKTNTFQGVIFQGSIRYEALKKVYDNRVSVAARMAQKMSFGFYKYSNMEFVRMKGPQGKGHAEMAVSRVSTGDTSPCGTEEDSSPASPMHERVTSFSTPPTPERNNRP.... Result: 1 (interaction). (4) The miRNA is mmu-miR-374b-5p with sequence AUAUAAUACAACCUGCUAAGUG. The protein sequence of the target gene is MAADVVGDVYVLVEHPFEYTGKDGRRVAIRPNERYRLLRRSTEHWWHVRREPGGRPFYLPAQYVRELPALGNPAAAAPPGPHPSPAAPEPLAYDYRFVSAAATAGPDGAPEESGGRASSLCGPAQRGAATQRSSLAPGLPACLYLRPAAPVRPAQSLNDLACAAVSPPAGLLGSSGSFKACSVAGSWVCPRPLARSDSENVYEVIQDLHVPPPEESAEQVDDPPEPVYANIERQPRATSPGAAAAPLPSPVWETHTDAGTGRPYYYNPDTGVTTWESPFEAAEGAASPATSPASVDSHVS.... Result: 0 (no interaction). (5) The miRNA is mmu-miR-5116 with sequence UUUGAUAGGAACCCCGCCUGA. The protein sequence of the target gene is MTSIFHFAIIFMLILQIRIQLSEESEFLVDRSKNGLIHVPKDLSQKTTILNISQNYISELWTSDILSLSKLRILIISHNRIQYLDISVFKFNQELEYLDLSHNKLVKISCHPTVNLKHLDLSFNAFDALPICKEFGNMSQLKFLGLSTTHLEKSSVLPIAHLNISKVLLVLGETYGEKEDPEGLQDFNTESLHIVFPTNKEFHFILDVSVKTVANLELSNIKCVLEDNKCSYFLSILAKLQTNPKLSNLTLNNIETTWNSFIRILQLVWHTTVWYFSISNVKLQGQLDFRDFDYSGTSLK.... Result: 0 (no interaction). (6) The miRNA is hsa-miR-887-5p with sequence CUUGGGAGCCCUGUUAGACUC. The protein sequence of the target gene is MKIWSSEHVFGHPWDTVIQAAMRKYPNPMNPSVLGVDVLQRRVDGRGRLHSLRLLSTEWGLPSLVRAILGTSRTLTYIREHSVVDPVEKKMELCSTNITLTNLVSVNERLVYTPHPENPEMTVLTQEAIITVKGISLGSYLESLMANTISSNAKKGWAAIEWIIEHSESAVS. Result: 0 (no interaction).